This data is from Forward reaction prediction with 1.9M reactions from USPTO patents (1976-2016). The task is: Predict the product of the given reaction. (1) Given the reactants [N:1]1[CH:2]=[CH:3][N:4]2[C:9]=1[CH:8]=[CH:7][C:6]([C:10]1[CH:15]=[CH:14][N:13]([CH2:16][C@@H:17]([N:22]3[C:30](=[O:31])[C:29]4[C:24](=[CH:25][CH:26]=[CH:27][CH:28]=4)[C:23]3=[O:32])[CH2:18][CH:19]([CH3:21])[CH3:20])[C:12](=[O:33])[CH:11]=1)=[N:5]2.[Br:34]Br, predict the reaction product. The product is: [Br:34][C:3]1[N:4]2[N:5]=[C:6]([C:10]3[CH:15]=[CH:14][N:13]([CH2:16][C@@H:17]([N:22]4[C:30](=[O:31])[C:29]5[C:24](=[CH:25][CH:26]=[CH:27][CH:28]=5)[C:23]4=[O:32])[CH2:18][CH:19]([CH3:21])[CH3:20])[C:12](=[O:33])[CH:11]=3)[CH:7]=[CH:8][C:9]2=[N:1][CH:2]=1. (2) Given the reactants C([O:3][C:4]([C:6]1[NH:7][C:8]2[C:13]([CH:14]=1)=[CH:12][C:11]([C:15]1[CH:20]=[CH:19][C:18]([O:21][C:22]([F:25])([F:24])[F:23])=[CH:17][CH:16]=1)=[CH:10][CH:9]=2)=[O:5])C.Br[C:27]1[CH:32]=[CH:31][C:30]([O:33][CH3:34])=[CH:29][CH:28]=1, predict the reaction product. The product is: [CH3:34][O:33][C:30]1[CH:31]=[CH:32][C:27]([N:7]2[C:8]3[C:13](=[CH:12][C:11]([C:15]4[CH:16]=[CH:17][C:18]([O:21][C:22]([F:23])([F:25])[F:24])=[CH:19][CH:20]=4)=[CH:10][CH:9]=3)[CH:14]=[C:6]2[C:4]([OH:3])=[O:5])=[CH:28][CH:29]=1. (3) The product is: [CH3:8][O:7][C:5](=[O:6])[C:4]1[CH:9]=[CH:10][CH:11]=[C:2]([O:1][CH2:13][CH2:14][CH2:15][Cl:16])[CH:3]=1. Given the reactants [OH:1][C:2]1[CH:3]=[C:4]([CH:9]=[CH:10][CH:11]=1)[C:5]([O:7][CH3:8])=[O:6].Br[CH2:13][CH2:14][CH2:15][Cl:16].C([O-])([O-])=O.[K+].[K+].C(OCC)C, predict the reaction product. (4) The product is: [CH2:8]([N:15]1[C:23]2[C:18](=[CH:19][CH:20]=[CH:21][CH:22]=2)[C:17]([CH2:24][CH2:25][CH2:26][CH2:27][CH3:28])=[C:16]1[C:29]1[CH:38]=[CH:37][C:36]2[C:31](=[CH:32][CH:33]=[C:34]([O:39][CH2:2][C:3]3[NH:7][N:6]=[N:5][N:4]=3)[CH:35]=2)[CH:30]=1)[C:9]1[CH:10]=[CH:11][CH:12]=[CH:13][CH:14]=1. Given the reactants Cl[CH2:2][C:3]1[NH:7][N:6]=[N:5][N:4]=1.[CH2:8]([N:15]1[C:23]2[C:18](=[CH:19][CH:20]=[CH:21][CH:22]=2)[C:17]([CH2:24][CH2:25][CH2:26][CH2:27][CH3:28])=[C:16]1[C:29]1[CH:38]=[CH:37][C:36]2[C:31](=[CH:32][CH:33]=[C:34]([OH:39])[CH:35]=2)[CH:30]=1)[C:9]1[CH:14]=[CH:13][CH:12]=[CH:11][CH:10]=1.C(=O)([O-])[O-].[Cs+].[Cs+].Cl.[OH-].[Na+], predict the reaction product. (5) Given the reactants [C:1]([N:8]1[CH2:12][CH2:11][CH2:10][C@H:9]1[CH2:13][OH:14])([O:3][C:4]([CH3:7])([CH3:6])[CH3:5])=[O:2].[C:15]1(O)[CH:20]=[CH:19][CH:18]=[CH:17][CH:16]=1.C1(P(C2C=CC=CC=2)C2C=CC=CC=2)C=CC=CC=1.N(C(OC(C)C)=O)=NC(OC(C)C)=O, predict the reaction product. The product is: [C:4]([O:3][C:1]([N:8]1[CH2:12][CH2:11][CH2:10][C@H:9]1[CH2:13][O:14][C:15]1[CH:20]=[CH:19][CH:18]=[CH:17][CH:16]=1)=[O:2])([CH3:7])([CH3:6])[CH3:5]. (6) Given the reactants [Cl:1][C:2]1[CH:3]=[CH:4][C:5]([O:23][CH:24]([F:26])[F:25])=[C:6]([C:8]2[C:13]([O:14][CH3:15])=[CH:12][N:11]([CH:16]([CH2:20][CH3:21])[C:17](O)=[O:18])[C:10](=[O:22])[CH:9]=2)[CH:7]=1.[NH2:27][C:28]1[CH:40]=[CH:39][C:31]([C:32]([O:34][C:35]([CH3:38])([CH3:37])[CH3:36])=[O:33])=[CH:30][CH:29]=1, predict the reaction product. The product is: [Cl:1][C:2]1[CH:3]=[CH:4][C:5]([O:23][CH:24]([F:26])[F:25])=[C:6]([C:8]2[C:13]([O:14][CH3:15])=[CH:12][N:11]([CH:16]([CH2:20][CH3:21])[C:17]([NH:27][C:28]3[CH:40]=[CH:39][C:31]([C:32]([O:34][C:35]([CH3:36])([CH3:37])[CH3:38])=[O:33])=[CH:30][CH:29]=3)=[O:18])[C:10](=[O:22])[CH:9]=2)[CH:7]=1.